This data is from Reaction yield outcomes from USPTO patents with 853,638 reactions. The task is: Predict the reaction yield, written as a fraction of the theoretical maximum amount of product (1.0 means a 100% yield; for example, 0.34 means a 34% yield). (1) The reactants are [N:1]1[CH:6]=[CH:5][C:4]([CH2:7][CH2:8][C:9]([O:11][C:12]([CH3:15])([CH3:14])[CH3:13])=[O:10])=[CH:3][CH:2]=1.ClC1C=CC=C(C(OO)=O)C=1.C[Si]([C:31]#[N:32])(C)C.CN(C)C(Cl)=O. The catalyst is C(OCC)(=O)C.O. The product is [C:31]([C:2]1[CH:3]=[C:4]([CH2:7][CH2:8][C:9]([O:11][C:12]([CH3:15])([CH3:14])[CH3:13])=[O:10])[CH:5]=[CH:6][N:1]=1)#[N:32]. The yield is 0.790. (2) The reactants are C([N-]C(C)C)(C)C.[Li+].[CH3:9][C:10]1[CH:11]=[C:12]([CH:14]=[C:15]([C:17]2[S:21][CH:20]=[N:19][CH:18]=2)[CH:16]=1)[NH2:13].[CH3:22][C:23]1([CH3:34])[CH:28]([CH3:29])[C:27](=[O:30])[CH2:26][CH2:25][CH:24]1[C:31]([OH:33])=[O:32]. The catalyst is C1COCC1.CCOC(C)=O. The product is [NH2:13][C:12]1[CH:14]=[C:15]([C:17]2[S:21][C:20]([C:27]3([OH:30])[CH2:26][CH2:25][CH:24]([C:31]([OH:33])=[O:32])[C:23]([CH3:22])([CH3:34])[CH:28]3[CH3:29])=[N:19][CH:18]=2)[CH:16]=[C:10]([CH3:9])[CH:11]=1. The yield is 0.120.